This data is from Acute oral toxicity (LD50) regression data from Zhu et al.. The task is: Regression/Classification. Given a drug SMILES string, predict its toxicity properties. Task type varies by dataset: regression for continuous values (e.g., LD50, hERG inhibition percentage) or binary classification for toxic/non-toxic outcomes (e.g., AMES mutagenicity, cardiotoxicity, hepatotoxicity). Dataset: ld50_zhu. The molecule is N#CC(O)c1cccc(Oc2ccccc2)c1. The rat oral LD50 is 2.45, given as -log10 of the dose in mol/kg body weight (higher means more acutely toxic).